This data is from Catalyst prediction with 721,799 reactions and 888 catalyst types from USPTO. The task is: Predict which catalyst facilitates the given reaction. (1) Reactant: O.[C:2]1([CH3:12])[CH:7]=[CH:6][C:5]([S:8]([OH:11])(=[O:10])=[O:9])=[CH:4][CH:3]=1. Product: [CH3:12][C:2]1[CH:7]=[CH:6][C:5]([S:8]([OH:11])(=[O:10])=[O:9])=[CH:4][CH:3]=1. The catalyst class is: 21. (2) Reactant: [C:1]([C:3]1[CH:8]=[C:7]([O:9][CH3:10])[C:6]([O:11][CH2:12][C:13]2[CH:18]=[CH:17][C:16]([S:19]([CH3:27])(=[N:21][C:22]([O:24][CH2:25][CH3:26])=[O:23])=[O:20])=[CH:15][CH:14]=2)=[CH:5][C:4]=1[N:28]=[CH:29]N(C)C)#[N:2].[NH2:33][C:34]1[CH:35]=[N:36][CH:37]=[CH:38][CH:39]=1.ClCCl.CO. Product: [CH2:25]([O:24][C:22]([N:21]=[S:19]([CH3:27])([C:16]1[CH:17]=[CH:18][C:13]([CH2:12][O:11][C:6]2[CH:5]=[C:4]3[C:3]([C:1]([NH:33][C:34]4[CH:35]=[N:36][CH:37]=[CH:38][CH:39]=4)=[N:2][CH:29]=[N:28]3)=[CH:8][C:7]=2[O:9][CH3:10])=[CH:14][CH:15]=1)=[O:20])=[O:23])[CH3:26]. The catalyst class is: 5. (3) Reactant: [Br:1][C:2]1[CH:9]=[CH:8][C:5]([CH:6]=O)=[CH:4][CH:3]=1.[C:10]([O-:13])(=[O:12])[CH3:11].[NH4+:14].C(O)(=O)CC(O)=O. Product: [Br:1][C:2]1[CH:9]=[CH:8][C:5]([C@@H:6]([CH2:11][C:10]([OH:13])=[O:12])[NH2:14])=[CH:4][CH:3]=1. The catalyst class is: 40.